Dataset: Catalyst prediction with 721,799 reactions and 888 catalyst types from USPTO. Task: Predict which catalyst facilitates the given reaction. (1) The catalyst class is: 6. Product: [I:21][C:2]1[C:3]2[CH:10]=[CH:9][N:8]([S:11]([C:14]3[CH:19]=[CH:18][C:17]([CH3:20])=[CH:16][CH:15]=3)(=[O:13])=[O:12])[C:4]=2[N:5]=[CH:6][N:7]=1. Reactant: Cl[C:2]1[C:3]2[CH:10]=[CH:9][N:8]([S:11]([C:14]3[CH:19]=[CH:18][C:17]([CH3:20])=[CH:16][CH:15]=3)(=[O:13])=[O:12])[C:4]=2[N:5]=[CH:6][N:7]=1.[IH:21]. (2) Reactant: O.O.[Sn](Cl)[Cl:4].[CH2:6]([N:13]1[CH2:18][CH2:17][CH:16]([NH:19][CH2:20][C:21]2[CH:26]=[CH:25][CH:24]=[CH:23][C:22]=2[N+:27]([O-])=O)[CH2:15][CH2:14]1)[C:7]1[CH:12]=[CH:11][CH:10]=[CH:9][CH:8]=1.CN(C=O)C.[ClH:35]. Product: [ClH:4].[ClH:35].[CH2:6]([N:13]1[CH2:14][CH2:15][CH:16]([NH:19][CH2:20][C:21]2[CH:26]=[CH:25][CH:24]=[CH:23][C:22]=2[NH3+:27])[CH2:17][CH2:18]1)[C:7]1[CH:8]=[CH:9][CH:10]=[CH:11][CH:12]=1. The catalyst class is: 8.